This data is from Full USPTO retrosynthesis dataset with 1.9M reactions from patents (1976-2016). The task is: Predict the reactants needed to synthesize the given product. (1) Given the product [CH3:14][S:13][C:9]1[N:8]=[C:7]([C:3]2[N:4]=[CH:5][S:6][C:2]=2[C:15]#[N:16])[CH:12]=[CH:11][N:10]=1, predict the reactants needed to synthesize it. The reactants are: Br[C:2]1[S:6][CH:5]=[N:4][C:3]=1[C:7]1[CH:12]=[CH:11][N:10]=[C:9]([S:13][CH3:14])[N:8]=1.[CH3:15][N:16](C=O)C. (2) Given the product [Cl:22][C:23]1[N:24]=[C:25]([C:30]([N:18]([CH2:19][CH2:20][CH3:21])[CH:15]2[CH2:14][CH2:13][N:12]([C:4]3[S:5][C:6]([C:7]([O:9][CH2:10][CH3:11])=[O:8])=[C:2]([CH3:1])[N:3]=3)[CH2:17][CH2:16]2)=[O:31])[NH:26][C:27]=1[CH2:28][CH3:29], predict the reactants needed to synthesize it. The reactants are: [CH3:1][C:2]1[N:3]=[C:4]([N:12]2[CH2:17][CH2:16][CH:15]([NH:18][CH2:19][CH2:20][CH3:21])[CH2:14][CH2:13]2)[S:5][C:6]=1[C:7]([O:9][CH2:10][CH3:11])=[O:8].[Cl:22][C:23]1[N:24]=[C:25]([C:30](O)=[O:31])[NH:26][C:27]=1[CH2:28][CH3:29].CCN=C=NCCCN(C)C.Cl.ON1C2C=CC=CC=2N=N1.CN1CCOCC1. (3) Given the product [C:27]([O:26][C:24](=[O:25])[CH2:23][N:6]1[C:14]2[C:9](=[CH:10][CH:11]=[CH:12][CH:13]=2)[CH:8]=[C:7]1/[CH:15]=[CH:16]/[C:17]([O:19][CH2:20][CH3:21])=[O:18])([CH3:30])([CH3:29])[CH3:28], predict the reactants needed to synthesize it. The reactants are: CN(C=O)C.[NH:6]1[C:14]2[C:9](=[CH:10][CH:11]=[CH:12][CH:13]=2)[CH:8]=[C:7]1/[CH:15]=[CH:16]/[C:17]([O:19][CH2:20][CH3:21])=[O:18].Br[CH2:23][C:24]([O:26][C:27]([CH3:30])([CH3:29])[CH3:28])=[O:25].C([O-])([O-])=O.[Cs+].[Cs+]. (4) Given the product [ClH:1].[Cl:1][C:2]1[CH:21]=[CH:20][C:5]2[N:6]([CH2:15][CH2:16][CH2:17][NH2:18])[C:7]3[CH:14]=[CH:13][CH:12]=[CH:11][C:8]=3[CH2:9][CH2:10][C:4]=2[CH:3]=1, predict the reactants needed to synthesize it. The reactants are: [Cl:1][C:2]1[CH:21]=[CH:20][C:5]2[N:6]([C:15](=O)[CH2:16][C:17]#[N:18])[C:7]3[CH:14]=[CH:13][CH:12]=[CH:11][C:8]=3[CH2:9][CH2:10][C:4]=2[CH:3]=1.B.C1COCC1.Cl.[OH-].[Na+]. (5) The reactants are: C[O:2][C:3]([C:5]1[C:10]([C:11](OC)=[O:12])=[CH:9][CH:8]=[C:7]([C:15]([F:18])([F:17])[F:16])[N:6]=1)=O.[BH4-].[Na+].[Cl-].[Ca+2].[Cl-].Cl. Given the product [OH:12][CH2:11][C:10]1[C:5]([CH2:3][OH:2])=[N:6][C:7]([C:15]([F:18])([F:16])[F:17])=[CH:8][CH:9]=1, predict the reactants needed to synthesize it.